Dataset: Full USPTO retrosynthesis dataset with 1.9M reactions from patents (1976-2016). Task: Predict the reactants needed to synthesize the given product. (1) Given the product [N:14]([C@@H:11]1[CH2:12][CH2:13][N:8]([C:6]([O:5][C:1]([CH3:4])([CH3:2])[CH3:3])=[O:7])[CH2:9][C@H:10]1[O:17][CH3:19])=[N+:15]=[N-:16], predict the reactants needed to synthesize it. The reactants are: [C:1]([O:5][C:6]([N:8]1[CH2:13][CH2:12][C@@H:11]([N:14]=[N+:15]=[N-:16])[C@H:10]([OH:17])[CH2:9]1)=[O:7])([CH3:4])([CH3:3])[CH3:2].I[CH3:19].[H-].[Na+]. (2) Given the product [ClH:41].[CH2:1]([O:3][C:4]([CH:6]1[CH2:11][CH2:10][CH2:9][CH2:8][N:7]1[C:12]1[CH:17]=[C:16]([NH:18][CH2:19][CH2:20][C:21]2[CH:22]=[CH:23][C:24]([O:27][C:28]([F:31])([F:29])[F:30])=[CH:25][CH:26]=2)[N:15]=[C:14]([O:39][CH3:40])[N:13]=1)=[O:5])[CH3:2], predict the reactants needed to synthesize it. The reactants are: [CH2:1]([O:3][C:4]([CH:6]1[CH2:11][CH2:10][CH2:9][CH2:8][N:7]1[C:12]1[CH:17]=[C:16]([N:18](C(OC(C)(C)C)=O)[CH2:19][CH2:20][C:21]2[CH:26]=[CH:25][C:24]([O:27][C:28]([F:31])([F:30])[F:29])=[CH:23][CH:22]=2)[N:15]=[C:14]([O:39][CH3:40])[N:13]=1)=[O:5])[CH3:2].[ClH:41]. (3) Given the product [Cl:13][C:4]1[CH:3]=[C:2]([NH:14][C:15]2[CH:20]=[CH:19][CH:18]=[CH:17][CH:16]=2)[C:7]([C:8]([O:10][CH2:11][CH3:12])=[O:9])=[CH:6][N:5]=1, predict the reactants needed to synthesize it. The reactants are: Cl[C:2]1[C:7]([C:8]([O:10][CH2:11][CH3:12])=[O:9])=[CH:6][N:5]=[C:4]([Cl:13])[CH:3]=1.[NH2:14][C:15]1[CH:20]=[CH:19][CH:18]=[CH:17][CH:16]=1. (4) Given the product [CH:22]1([C:2]2[CH:3]=[C:4]([C:13]([O:15][CH2:16][CH3:17])=[O:14])[C:5]3[O:9][C:8]([CH3:11])([CH3:10])[CH2:7][C:6]=3[CH:12]=2)[CH2:21][CH2:20][CH:19]=[CH:18]1, predict the reactants needed to synthesize it. The reactants are: I[C:2]1[CH:3]=[C:4]([C:13]([O:15][CH2:16][CH3:17])=[O:14])[C:5]2[O:9][C:8]([CH3:11])([CH3:10])[CH2:7][C:6]=2[CH:12]=1.[CH:18]1[CH2:22][CH2:21][CH2:20][CH:19]=1.CCCC[N+](CCCC)(CCCC)CCCC.[F-].C([O-])([O-])=O.[K+].[K+]. (5) Given the product [NH:18]1[CH:19]=[C:15]([C:10]2[CH:11]=[CH:12][CH:13]=[CH:14][C:9]=2[OH:8])[N:16]=[N:17]1, predict the reactants needed to synthesize it. The reactants are: C([O:8][C:9]1[CH:14]=[CH:13][CH:12]=[CH:11][C:10]=1[C:15]1[N:16]=[N:17][NH:18][CH:19]=1)C1C=CC=CC=1.CO.[H][H].